Dataset: Reaction yield outcomes from USPTO patents with 853,638 reactions. Task: Predict the reaction yield, written as a fraction of the theoretical maximum amount of product (1.0 means a 100% yield; for example, 0.34 means a 34% yield). (1) The reactants are [H-].[Na+].[CH2:3]([O:5][C:6](=[O:25])[CH2:7][CH2:8][CH2:9][CH2:10][CH2:11][CH2:12][N:13]1[CH:17]=[CH:16][C:15]([C:18]2[CH:23]=[CH:22][CH:21]=[CH:20][C:19]=2[OH:24])=[N:14]1)[CH3:4].I[CH3:27]. The catalyst is C1COCC1. The product is [CH2:3]([O:5][C:6](=[O:25])[CH2:7][CH2:8][CH2:9][CH2:10][CH2:11][CH2:12][N:13]1[CH:17]=[CH:16][C:15]([C:18]2[CH:23]=[CH:22][CH:21]=[CH:20][C:19]=2[O:24][CH3:27])=[N:14]1)[CH3:4]. The yield is 0.760. (2) The reactants are [Cl:1][C:2]1[CH:3]=[C:4]([CH:7]=[CH:8][CH:9]=1)[CH2:5]Br.II.[CH:12]([C@@H:14]1[N:18]([CH3:19])[C:17](=[O:20])[CH2:16][C@@H:15]1[C:21]1[CH:26]=[CH:25][CH:24]=[CH:23][CH:22]=1)=[O:13].[NH4+].[Cl-]. The catalyst is CCOCC.C1COCC1. The product is [Cl:1][C:2]1[CH:3]=[C:4]([CH2:5][C@H:12]([C@@H:14]2[N:18]([CH3:19])[C:17](=[O:20])[CH2:16][C@@H:15]2[C:21]2[CH:26]=[CH:25][CH:24]=[CH:23][CH:22]=2)[OH:13])[CH:7]=[CH:8][CH:9]=1. The yield is 0.340.